This data is from Reaction yield outcomes from USPTO patents with 853,638 reactions. The task is: Predict the reaction yield, written as a fraction of the theoretical maximum amount of product (1.0 means a 100% yield; for example, 0.34 means a 34% yield). (1) The reactants are [C:1]([C:5]1[CH:12]=[C:11]([CH2:13][Cl:14])[CH:10]=[C:7]([CH:8]=[O:9])[C:6]=1[OH:15])([CH3:4])([CH3:3])[CH3:2].[CH2:16]([NH:18][CH2:19][CH3:20])[CH3:17]. The catalyst is C(#N)C. The product is [ClH:14].[C:1]([C:5]1[CH:12]=[C:11]([CH2:13][N:18]([CH2:19][CH3:20])[CH2:16][CH3:17])[CH:10]=[C:7]([CH:8]=[O:9])[C:6]=1[OH:15])([CH3:4])([CH3:3])[CH3:2]. The yield is 0.770. (2) The reactants are [NH2:1][C:2]1[S:3][CH:4]=[C:5]2[C:10]=1[C:9](=[O:11])[N:8]([C:12]1[CH:17]=[CH:16][C:15](Cl)=[CH:14][CH:13]=1)[N:7]=[C:6]2[C:19]([O:21][CH2:22][CH3:23])=[O:20].[Br:24]C1C=CC(N2C(=O)C(C#N)=C(C)C(C(OCC)=O)=N2)=CC=1. The catalyst is C(O)C. The product is [NH2:1][C:2]1[S:3][CH:4]=[C:5]2[C:10]=1[C:9](=[O:11])[N:8]([C:12]1[CH:17]=[CH:16][C:15]([Br:24])=[CH:14][CH:13]=1)[N:7]=[C:6]2[C:19]([O:21][CH2:22][CH3:23])=[O:20]. The yield is 0.550. (3) The reactants are [CH2:1]([O:8][C:9]([N:11]1[CH2:15][C@H:14]([O:16]C(C)(C)C)[CH2:13][C@H:12]1[C:21]1[O:22][C:23]([CH3:26])=[CH:24][N:25]=1)=[O:10])[C:2]1[CH:7]=[CH:6][CH:5]=[CH:4][CH:3]=1.FC(F)(F)C(O)=O.C(=O)(O)[O-].[Na+]. The catalyst is ClCCl. The product is [CH2:1]([O:8][C:9]([N:11]1[CH2:15][C@H:14]([OH:16])[CH2:13][C@H:12]1[C:21]1[O:22][C:23]([CH3:26])=[CH:24][N:25]=1)=[O:10])[C:2]1[CH:7]=[CH:6][CH:5]=[CH:4][CH:3]=1. The yield is 0.651. (4) The reactants are O1CCCCC1[O:7][C:8]1[CH:9]=[C:10]([C:14]23[CH2:21][CH2:20][C:17]([CH2:22][CH2:23][CH:24]4[CH2:26][CH:25]4[C:27]([O:29][CH3:30])=[O:28])([CH2:18][CH2:19]2)[CH2:16][O:15]3)[CH:11]=[CH:12][CH:13]=1.CC1C=CC(S([O-])(=O)=O)=CC=1.C1C=C[NH+]=CC=1.CCOC(C)=O.CCCCCC. The catalyst is CO. The product is [OH:7][C:8]1[CH:9]=[C:10]([C:14]23[CH2:21][CH2:20][C:17]([CH2:22][CH2:23][CH:24]4[CH2:26][CH:25]4[C:27]([O:29][CH3:30])=[O:28])([CH2:18][CH2:19]2)[CH2:16][O:15]3)[CH:11]=[CH:12][CH:13]=1. The yield is 1.00. (5) The product is [N+:24]([C:21]1[CH:22]=[CH:23][C:18]([CH2:17][O:16][C:14]2[N:15]=[C:7]([NH:5][CH2:3][CH3:4])[C:8]3[N:9]=[CH:10][N:11]([C:12]=3[N:13]=2)[C@@H:27]2[O:39][C@H:38]([CH2:40][OH:41])[C@@H:33]([OH:34])[C@H:28]2[OH:29])=[CH:19][CH:20]=1)([O-:26])=[O:25]. The yield is 0.600. The reactants are [H][H].[CH2:3]([NH2:5])[CH3:4].Cl[C:7]1[N:15]=[C:14]([O:16][CH2:17][C:18]2[CH:23]=[CH:22][C:21]([N+:24]([O-:26])=[O:25])=[CH:20][CH:19]=2)[N:13]=[C:12]2[C:8]=1[N:9]=[CH:10][N:11]2[C@@H:27]1[O:39][C@H:38]([CH2:40][O:41]C(=O)C)[C@@H:33]([O:34]C(=O)C)[C@H:28]1[O:29]C(=O)C. No catalyst specified. (6) The reactants are [CH2:1]1[CH:3]([C:4]([NH2:6])=N)[CH2:2]1.Cl.[Br:8][C:9]1[CH:10]=[CH:11][C:12]2[O:18][CH2:17][CH2:16][N:15]3[C:19](I)=[C:20]([C:22]([NH2:24])=[O:23])[N:21]=[C:14]3[C:13]=2[CH:26]=1.[NH2:27][NH2:28].[CH2:29](Cl)Cl. No catalyst specified. The product is [Br:8][C:9]1[CH:10]=[CH:11][C:12]2[O:18][CH2:17][CH2:16][N:15]3[C:19]([C:29]4[NH:28][N:27]=[C:4]([CH:3]5[CH2:1][CH2:2]5)[N:6]=4)=[C:20]([C:22]([NH2:24])=[O:23])[N:21]=[C:14]3[C:13]=2[CH:26]=1. The yield is 0.310.